This data is from Forward reaction prediction with 1.9M reactions from USPTO patents (1976-2016). The task is: Predict the product of the given reaction. (1) Given the reactants [F:1][C:2]1[CH:10]=[C:6]([C:7]([OH:9])=[O:8])[C:5]([OH:11])=[CH:4][CH:3]=1.S(=O)(=O)(O)O.[CH3:17]O, predict the reaction product. The product is: [F:1][C:2]1[CH:10]=[C:6]([C:7]([O:9][CH3:17])=[O:8])[C:5]([OH:11])=[CH:4][CH:3]=1. (2) The product is: [N+:20]([C:16]1[CH:17]=[CH:18][CH:19]=[C:14]2[C:15]=1[CH2:23][N:2]([CH:3]1[CH2:8][CH2:7][C:6](=[O:9])[NH:5][C:4]1=[O:10])[C:13]2=[O:12])([O-:22])=[O:21]. Given the reactants Cl.[NH2:2][CH:3]1[CH2:8][CH2:7][C:6](=[O:9])[NH:5][C:4]1=[O:10].C[O:12][C:13](=O)[C:14]1[CH:19]=[CH:18][CH:17]=[C:16]([N+:20]([O-:22])=[O:21])[C:15]=1[CH2:23]Br.CN(C)C=O, predict the reaction product. (3) Given the reactants [CH3:1][O:2][C:3]1[CH:4]=[C:5]([CH2:11][CH2:12][NH2:13])[CH:6]=[CH:7][C:8]=1[O:9][CH3:10].[C:14](OC)(=[O:17])[CH:15]=[CH2:16].CCN(CC)CC.O([C:35]([O:37][C:38]([CH3:41])([CH3:40])[CH3:39])=[O:36])[C:35]([O:37][C:38]([CH3:41])([CH3:40])[CH3:39])=[O:36].[H-].[H-].[H-].[H-].[Li+].[Al+3].[OH-].[Na+], predict the reaction product. The product is: [C:38]([O:37][C:35](=[O:36])[N:13]([CH2:16][CH2:15][CH2:14][OH:17])[CH2:12][CH2:11][C:5]1[CH:6]=[CH:7][C:8]([O:9][CH3:10])=[C:3]([O:2][CH3:1])[CH:4]=1)([CH3:39])([CH3:40])[CH3:41].